The task is: Regression. Given a peptide amino acid sequence and an MHC pseudo amino acid sequence, predict their binding affinity value. This is MHC class II binding data.. This data is from Peptide-MHC class II binding affinity with 134,281 pairs from IEDB. The peptide sequence is CPFSNRVWNSFQIEE. The MHC is DRB1_1101 with pseudo-sequence DRB1_1101. The binding affinity (normalized) is 0.484.